From a dataset of Forward reaction prediction with 1.9M reactions from USPTO patents (1976-2016). Predict the product of the given reaction. (1) Given the reactants [C:1]([C:5]1[CH:23]=[C:8]2[N:9]=[C:10]([CH3:22])[C:11]([CH:14]([CH2:19][CH2:20][CH3:21])[C:15]([O:17][CH3:18])=[O:16])=[C:12](Cl)[N:7]2[N:6]=1)([CH3:4])([CH3:3])[CH3:2].[Cl:24][C:25]1[CH:30]=[CH:29][C:28](B(O)O)=[C:27]([F:34])[CH:26]=1.C(N(C(C)C)CC)(C)C, predict the reaction product. The product is: [C:1]([C:5]1[CH:23]=[C:8]2[N:9]=[C:10]([CH3:22])[C:11]([CH:14]([CH2:19][CH2:20][CH3:21])[C:15]([O:17][CH3:18])=[O:16])=[C:12]([C:28]3[CH:29]=[CH:30][C:25]([Cl:24])=[CH:26][C:27]=3[F:34])[N:7]2[N:6]=1)([CH3:4])([CH3:3])[CH3:2]. (2) The product is: [C:1]([O:5][C:6]([N:8]1[CH2:9][CH2:10][CH:11]([CH2:14][CH2:15][CH2:16][O:17][C:18]2[CH:23]=[CH:22][C:21]([C:24]([OH:26])=[O:25])=[C:20]([CH3:28])[CH:19]=2)[CH2:12][CH2:13]1)=[O:7])([CH3:3])([CH3:4])[CH3:2]. Given the reactants [C:1]([O:5][C:6]([N:8]1[CH2:13][CH2:12][CH:11]([CH2:14][CH2:15][CH2:16][O:17][C:18]2[CH:23]=[CH:22][C:21]([C:24]([O:26]C)=[O:25])=[C:20]([CH3:28])[CH:19]=2)[CH2:10][CH2:9]1)=[O:7])([CH3:4])([CH3:3])[CH3:2].O[Li].O, predict the reaction product. (3) Given the reactants [CH3:1][C:2]1[O:6][N:5]=[C:4]([C:7]2[CH:12]=[CH:11][C:10]([N+:13]([O-])=O)=[CH:9][CH:8]=2)[N:3]=1.CCOC(C)=O, predict the reaction product. The product is: [CH3:1][C:2]1[O:6][N:5]=[C:4]([C:7]2[CH:12]=[CH:11][C:10]([NH2:13])=[CH:9][CH:8]=2)[N:3]=1. (4) The product is: [NH2:8][C:9]1[CH:10]=[CH:11][C:12]([CH:15]([CH3:34])[C:16]([NH:18][C:19]2[CH:20]=[C:21]([CH:31]3[CH2:33][CH2:32]3)[NH:22][N:23]=2)=[O:17])=[CH:13][CH:14]=1. Given the reactants C(OC([NH:8][C:9]1[CH:14]=[CH:13][C:12]([CH:15]([CH3:34])[C:16]([NH:18][C:19]2[N:23](C(OC(C)(C)C)=O)[N:22]=[C:21]([CH:31]3[CH2:33][CH2:32]3)[CH:20]=2)=[O:17])=[CH:11][CH:10]=1)=O)(C)(C)C.FC(F)(F)C(O)=O, predict the reaction product. (5) Given the reactants C(C1C(=O)C(Cl)=C(Cl)C(=O)C=1C#N)#N.[F:15][C:16]1[CH:17]=[C:18]2[C:23](=[CH:24][CH:25]=1)[NH:22][C:21](=[O:26])[CH2:20][CH2:19]2, predict the reaction product. The product is: [F:15][C:16]1[CH:17]=[C:18]2[C:23](=[CH:24][CH:25]=1)[NH:22][C:21](=[O:26])[CH:20]=[CH:19]2.